Dataset: Retrosynthesis with 50K atom-mapped reactions and 10 reaction types from USPTO. Task: Predict the reactants needed to synthesize the given product. (1) The reactants are: C#CCO.O=C(c1ccc(I)cc1)c1c(-c2ccc(OCCN3CCCC3)cc2)sc2ccccc12. Given the product O=C(c1ccc(C#CCO)cc1)c1c(-c2ccc(OCCN3CCCC3)cc2)sc2ccccc12, predict the reactants needed to synthesize it. (2) Given the product CCOC(=O)CCCCC(/C=C/c1ccccc1OCc1ccc(C(C)(C)C)cc1)Cc1ccc(C#N)cc1, predict the reactants needed to synthesize it. The reactants are: CC(C)(C)c1ccc(CBr)cc1.CCOC(=O)CCCCC(/C=C/c1ccccc1O)Cc1ccc(C#N)cc1. (3) Given the product Cc1c(-c2cccc(C(F)(F)F)c2)c(=O)c(C(=O)NCc2ccc(S(=O)(=NC#N)C3CC3)cc2)cn1C(C)C, predict the reactants needed to synthesize it. The reactants are: Cc1c(-c2cccc(C(F)(F)F)c2)c(=O)c(C(=O)NCc2ccc(S(=NC#N)C3CC3)cc2)cn1C(C)C.O=S([O-])([O-])=S. (4) Given the product COCCCOc1cc(O[C@H](C[C@@H]2CNC[C@H]2CN(C(=O)OC2CCOCC2)C2CC2)C(C)C)ccc1OC, predict the reactants needed to synthesize it. The reactants are: COCCCOc1cc(O[C@@H](C[C@@H]2CN(C(=O)OC(C)(C)C)C[C@H]2CN(C(=O)OC2CCOCC2)C2CC2)C(C)C)ccc1OC. (5) Given the product C[SiH](C)OC(c1ccc(C=O)cc1)C(C)(C)C, predict the reactants needed to synthesize it. The reactants are: C[SiH](C)OC(c1ccc(CO)cc1)C(C)(C)C. (6) Given the product CCCC#CC(=O)N1CCC[C@H]1c1nc(-c2ccc(C(=O)Nc3ccccn3)cc2)c2c(N)nccn12, predict the reactants needed to synthesize it. The reactants are: CCCC#CC(=O)O.Nc1nccn2c([C@@H]3CCCN3)nc(-c3ccc(C(=O)Nc4ccccn4)cc3)c12. (7) Given the product CCCC(OC)c1ccc(Cl)c2nc3n(c12)CCCN3c1ccc(Cl)cc1Cl, predict the reactants needed to synthesize it. The reactants are: CCCC(O)c1ccc(Cl)c2nc3n(c12)CCCN3c1ccc(Cl)cc1Cl.CI.